Dataset: Catalyst prediction with 721,799 reactions and 888 catalyst types from USPTO. Task: Predict which catalyst facilitates the given reaction. (1) Reactant: [CH3:1][O:2][C:3]1[CH:24]=[CH:23][C:6]2[C:7](=O)[CH2:8][N:9]([S:12]([C:15]3[CH:20]=[CH:19][C:18]([CH3:21])=[CH:17][CH:16]=3)(=[O:14])=[O:13])[CH2:10][CH2:11][C:5]=2[CH:4]=1.C([SiH](CC)CC)C. Product: [CH3:1][O:2][C:3]1[CH:24]=[CH:23][C:6]2[CH2:7][CH2:8][N:9]([S:12]([C:15]3[CH:16]=[CH:17][C:18]([CH3:21])=[CH:19][CH:20]=3)(=[O:13])=[O:14])[CH2:10][CH2:11][C:5]=2[CH:4]=1. The catalyst class is: 55. (2) Reactant: [BH4-].[Na+].CO.[F:5][C:6]1[CH:11]=[C:10]([C:12]2[N:17]=[C:16]([C:18](OC)=[O:19])[CH:15]=[CH:14][N:13]=2)[CH:9]=[CH:8][N:7]=1. Product: [F:5][C:6]1[CH:11]=[C:10]([C:12]2[N:17]=[C:16]([CH2:18][OH:19])[CH:15]=[CH:14][N:13]=2)[CH:9]=[CH:8][N:7]=1. The catalyst class is: 1. (3) Reactant: [C:1]([C:3]1[CH:4]=[C:5]2[C:9](=[CH:10][CH:11]=1)[NH:8][C:7](=[O:12])[CH2:6]2)#[N:2].[H-].[Na+].Cl[C:16]1[N:21]=[CH:20][N:19]=[C:18]([O:22][CH2:23][CH2:24][N:25]2[CH2:30][CH2:29][O:28][CH2:27][CH2:26]2)[CH:17]=1. Product: [OH:12][C:7]1[NH:8][C:9]2[C:5]([C:6]=1[C:16]1[CH:17]=[C:18]([O:22][CH2:23][CH2:24][N:25]3[CH2:26][CH2:27][O:28][CH2:29][CH2:30]3)[N:19]=[CH:20][N:21]=1)=[CH:4][C:3]([C:1]#[N:2])=[CH:11][CH:10]=2. The catalyst class is: 9. (4) Reactant: [F:1][C:2]1[CH:7]=[C:6]([I:8])[CH:5]=[CH:4][C:3]=1[NH:9][C:10]1[C:11]([C:15]([N:17]2[CH2:20][C:19]([CH2:22][OH:23])([OH:21])[CH2:18]2)=[O:16])=[CH:12][S:13][CH:14]=1.[CH:24]([C:27]1[CH:32]=[C:31]([CH:33]([CH3:35])[CH3:34])[CH:30]=[C:29]([CH:36]([CH3:38])[CH3:37])[C:28]=1[S:39](Cl)(=[O:41])=[O:40])([CH3:26])[CH3:25]. Product: [CH3:26][CH:24]([C:27]1[CH:32]=[C:31]([CH:33]([CH3:34])[CH3:35])[CH:30]=[C:29]([CH:36]([CH3:38])[CH3:37])[C:28]=1[S:39]([O:23][CH2:22][C:19]1([OH:21])[CH2:18][N:17]([C:15]([C:11]2[C:10]([NH:9][C:3]3[CH:4]=[CH:5][C:6]([I:8])=[CH:7][C:2]=3[F:1])=[CH:14][S:13][CH:12]=2)=[O:16])[CH2:20]1)(=[O:40])=[O:41])[CH3:25]. The catalyst class is: 112. (5) Reactant: C(OC([N:8]1[C@@H:12]([CH2:13][C:14]2[CH:19]=[CH:18][C:17]([O:20][C:21]3[C:26]([C:27](=[O:31])[N:28]([CH3:30])[CH3:29])=[CH:25][CH:24]=[CH:23][N:22]=3)=[CH:16][CH:15]=2)[CH2:11][O:10]C1(C)C)=O)(C)(C)C.CO.[ClH:36]. Product: [ClH:36].[NH2:8][C@H:12]([CH2:11][OH:10])[CH2:13][C:14]1[CH:15]=[CH:16][C:17]([O:20][C:21]2[N:22]=[CH:23][CH:24]=[CH:25][C:26]=2[C:27]([N:28]([CH3:30])[CH3:29])=[O:31])=[CH:18][CH:19]=1. The catalyst class is: 12.